This data is from Catalyst prediction with 721,799 reactions and 888 catalyst types from USPTO. The task is: Predict which catalyst facilitates the given reaction. Reactant: Cl.[OH:2][CH:3]1[CH2:6][NH:5][CH2:4]1.C(N(CC)CC)C.[C:14](O[C:14]([O:16][C:17]([CH3:20])([CH3:19])[CH3:18])=[O:15])([O:16][C:17]([CH3:20])([CH3:19])[CH3:18])=[O:15]. Product: [OH:2][CH:3]1[CH2:6][N:5]([C:14]([O:16][C:17]([CH3:20])([CH3:19])[CH3:18])=[O:15])[CH2:4]1. The catalyst class is: 5.